This data is from Peptide-MHC class I binding affinity with 185,985 pairs from IEDB/IMGT. The task is: Regression. Given a peptide amino acid sequence and an MHC pseudo amino acid sequence, predict their binding affinity value. This is MHC class I binding data. (1) The MHC is HLA-A02:16 with pseudo-sequence HLA-A02:16. The peptide sequence is FTFDLTALK. The binding affinity (normalized) is 0.0847. (2) The peptide sequence is TFVNFNSVK. The MHC is HLA-A03:01 with pseudo-sequence HLA-A03:01. The binding affinity (normalized) is 0.384.